From a dataset of Full USPTO retrosynthesis dataset with 1.9M reactions from patents (1976-2016). Predict the reactants needed to synthesize the given product. (1) Given the product [CH3:34][C:30]1[CH:31]=[CH:32][CH:33]=[C:28]([CH3:27])[C:29]=1[NH:35][C:36]([NH:38]/[N:39]=[CH:23]/[C:20]1[CH:21]=[CH:22][C:14]2[C:13]3[CH:12]=[N:11][N:10]([C:7]4[CH:8]=[CH:9][C:4]([O:3][C:2]([F:26])([F:25])[F:1])=[CH:5][CH:6]=4)[C:18]=3[CH2:17][CH2:16][C:15]=2[CH:19]=1)=[S:37], predict the reactants needed to synthesize it. The reactants are: [F:1][C:2]([F:26])([F:25])[O:3][C:4]1[CH:9]=[CH:8][C:7]([N:10]2[C:18]3[CH2:17][CH2:16][C:15]4[CH:19]=[C:20]([CH:23]=O)[CH:21]=[CH:22][C:14]=4[C:13]=3[CH:12]=[N:11]2)=[CH:6][CH:5]=1.[CH3:27][C:28]1[CH:33]=[CH:32][CH:31]=[C:30]([CH3:34])[C:29]=1[NH:35][C:36]([NH:38][NH2:39])=[S:37]. (2) Given the product [O:21]=[C:5]1[CH2:4][CH2:3][C@H:2]([NH:1][S:32]([CH3:31])(=[O:34])=[O:33])[C:8](=[O:9])[N:7]2[C@H:10]([C:14]([O:16][C:17]([CH3:18])([CH3:20])[CH3:19])=[O:15])[CH2:11][CH2:12][CH2:13][N:6]12, predict the reactants needed to synthesize it. The reactants are: [NH2:1][CH:2]1[C:8](=[O:9])[N:7]2[CH:10]([C:14]([O:16][C:17]([CH3:20])([CH3:19])[CH3:18])=[O:15])[CH2:11][CH2:12][CH2:13][N:6]2[C:5](=[O:21])[CH2:4][CH2:3]1.C(N(C(C)C)CC)(C)C.[CH3:31][S:32](Cl)(=[O:34])=[O:33]. (3) Given the product [Cl:3][CH2:6][C:7]1[C:16]2[C:11](=[CH:12][CH:13]=[CH:14][CH:15]=2)[CH:10]=[CH:9][N:8]=1, predict the reactants needed to synthesize it. The reactants are: S(Cl)([Cl:3])=O.O[CH2:6][C:7]1[C:16]2[C:11](=[CH:12][CH:13]=[CH:14][CH:15]=2)[CH:10]=[CH:9][N:8]=1.O.[NH4+].[OH-]. (4) The reactants are: [Cl:1][C:2]1[N:10]=[C:9]2[C:5]([N:6]=[CH:7][N:8]2[CH2:11][CH2:12][CH3:13])=[C:4](Cl)[N:3]=1.N[CH:16]([C:23]1[CH:28]=[CH:27][CH:26]=[CH:25][CH:24]=1)[C:17]1[CH:22]=[CH:21][CH:20]=[CH:19][CH:18]=1.[CH2:29]([N:31](CC)CC)C. Given the product [Cl:1][C:2]1[N:10]=[C:9]2[C:5]([N:6]=[CH:7][N:8]2[CH2:11][CH2:12][CH3:13])=[C:4]([NH:31][CH2:29][CH:16]([C:23]2[CH:28]=[CH:27][CH:26]=[CH:25][CH:24]=2)[C:17]2[CH:22]=[CH:21][CH:20]=[CH:19][CH:18]=2)[N:3]=1, predict the reactants needed to synthesize it. (5) Given the product [ClH:27].[CH3:20][C:11]1[CH:10]=[C:9]([OH:8])[C:18]2[C:13](=[CH:14][CH:15]=[CH:16][CH:17]=2)[C:12]=1[O:30][CH2:31][CH:29]([OH:22])[CH2:28][N:43]1[CH2:44][CH2:45][N:40]([C:35]2[CH:36]=[CH:37][CH:38]=[CH:39][C:34]=2[OH:33])[CH2:41][CH2:42]1, predict the reactants needed to synthesize it. The reactants are: C([O:8][C:9]1[C:18]2[C:13](=[CH:14][CH:15]=[CH:16][CH:17]=2)[C:12](O)=[C:11]([CH3:20])[CH:10]=1)C1C=CC=CC=1.C(=O)([O-])[O-:22].[K+].[K+].[Cl:27][CH2:28][CH:29]1[CH2:31][O:30]1.Cl.[OH:33][C:34]1[CH:39]=[CH:38][CH:37]=[CH:36][C:35]=1[N:40]1[CH2:45][CH2:44][NH:43][CH2:42][CH2:41]1. (6) Given the product [C:22]([OH:24])(=[O:23])[CH:21]=[CH:20][CH:19]=[CH:18][CH:17]=[CH:16][CH:15]=[CH:14][CH:13]=[CH:12][CH:11]=[CH:10][CH2:9][CH2:8][CH2:7][CH2:6][CH2:5][CH2:4][CH2:3][CH2:2][CH3:1], predict the reactants needed to synthesize it. The reactants are: [CH3:1][CH2:2]/[CH:3]=[CH:4]\[CH2:5]/[CH:6]=[CH:7]\[CH2:8]/[CH:9]=[CH:10]\[CH2:11]/[CH:12]=[CH:13]\[CH2:14]/[CH:15]=[CH:16]\[CH2:17][CH2:18][CH2:19][CH2:20][CH2:21][C:22]([OH:24])=[O:23].CC/C=C\C/C=C\C/C=C\C/C=C\C/C=C\C/C=C\CCCCC(O)=O. (7) Given the product [Br:1][C:2]1[N:7]=[C:6]([C@@:8]([NH:16][S@@:17]([C:19]([CH3:22])([CH3:21])[CH3:20])=[O:18])([CH2:9][CH:10]=[O:11])[CH3:15])[C:5]([F:23])=[CH:4][CH:3]=1, predict the reactants needed to synthesize it. The reactants are: [Br:1][C:2]1[N:7]=[C:6]([C@:8]([NH:16][S@@:17]([C:19]([CH3:22])([CH3:21])[CH3:20])=[O:18])([CH3:15])[CH2:9][C:10](OCC)=[O:11])[C:5]([F:23])=[CH:4][CH:3]=1.[H-].C([Al+]CC(C)C)C(C)C.[NH4+].[Cl-]. (8) Given the product [Cl:1][C:2]1[CH:41]=[C:40]([Cl:42])[CH:39]=[CH:38][C:3]=1[C:4]([N:6]([CH2:29][C:30]([N:32]1[CH2:33][CH2:34][O:35][CH2:36][CH2:37]1)=[O:31])[C:7]1[CH:11]=[C:10]([C:12]2[CH:17]=[CH:16][C:15]([O:18][C:19]3[CH:20]=[CH:21][CH:22]=[CH:23][CH:24]=3)=[CH:14][CH:13]=2)[S:9][C:8]=1[C:25]([OH:27])=[O:26])=[O:5], predict the reactants needed to synthesize it. The reactants are: [Cl:1][C:2]1[CH:41]=[C:40]([Cl:42])[CH:39]=[CH:38][C:3]=1[C:4]([N:6]([CH2:29][C:30]([N:32]1[CH2:37][CH2:36][O:35][CH2:34][CH2:33]1)=[O:31])[C:7]1[CH:11]=[C:10]([C:12]2[CH:17]=[CH:16][C:15]([O:18][C:19]3[CH:24]=[CH:23][CH:22]=[CH:21][CH:20]=3)=[CH:14][CH:13]=2)[S:9][C:8]=1[C:25]([O:27]C)=[O:26])=[O:5].O[Li].O.Cl. (9) Given the product [Si:11]([C:5]#[C:4][CH:1]1[CH2:3][CH2:2]1)([C:14]([CH3:17])([CH3:16])[CH3:15])([CH3:13])[CH3:12], predict the reactants needed to synthesize it. The reactants are: [CH:1]1([C:4]#[CH:5])[CH2:3][CH2:2]1.[Li]CCCC.[Si:11](Cl)([C:14]([CH3:17])([CH3:16])[CH3:15])([CH3:13])[CH3:12]. (10) Given the product [CH2:3]([O:10][C:11]1[C:16]([O:17][CH3:18])=[CH:15][C:14]([N:19]2[C:27]3[C:22](=[CH:23][CH:24]=[CH:25][CH:26]=3)[C:21]([C:28]([O-:30])=[O:29])=[CH:20]2)=[C:13]([C:32]([N:34]2[C@H:43]([CH2:44][N:45]3[CH2:50][CH2:49][N:48]([CH3:51])[CH2:47][CH2:46]3)[CH2:42][C:41]3[C:36](=[CH:37][CH:38]=[CH:39][CH:40]=3)[CH2:35]2)=[O:33])[CH:12]=1)[C:4]1[CH:5]=[CH:6][CH:7]=[CH:8][CH:9]=1.[Na+:2], predict the reactants needed to synthesize it. The reactants are: [OH-].[Na+:2].[CH2:3]([O:10][C:11]1[C:16]([O:17][CH3:18])=[CH:15][C:14]([N:19]2[C:27]3[C:22](=[CH:23][CH:24]=[CH:25][CH:26]=3)[C:21]([C:28]([O:30]C)=[O:29])=[CH:20]2)=[C:13]([C:32]([N:34]2[C@H:43]([CH2:44][N:45]3[CH2:50][CH2:49][N:48]([CH3:51])[CH2:47][CH2:46]3)[CH2:42][C:41]3[C:36](=[CH:37][CH:38]=[CH:39][CH:40]=3)[CH2:35]2)=[O:33])[CH:12]=1)[C:4]1[CH:9]=[CH:8][CH:7]=[CH:6][CH:5]=1.